Dataset: Forward reaction prediction with 1.9M reactions from USPTO patents (1976-2016). Task: Predict the product of the given reaction. (1) The product is: [CH3:1][S:2][C:3]1[CH:4]=[CH:5][C:6]([CH2:9][OH:10])=[N:7][CH:8]=1. Given the reactants [CH3:1][S:2][C:3]1[CH:4]=[CH:5][C:6]([C:9](OCC)=[O:10])=[N:7][CH:8]=1.[BH4-].[Na+].C(O)C.O1CCCC1, predict the reaction product. (2) Given the reactants [N:1]1[C:8]([Cl:9])=[N:7][C:5]([Cl:6])=[N:4][C:2]=1Cl.[NH2:10][C:11]1[CH:16]=[CH:15][C:14]([OH:17])=[C:13]([Cl:18])[CH:12]=1, predict the reaction product. The product is: [Cl:18][C:13]1[CH:12]=[C:11]([NH:10][C:2]2[N:1]=[C:8]([Cl:9])[N:7]=[C:5]([Cl:6])[N:4]=2)[CH:16]=[CH:15][C:14]=1[OH:17]. (3) The product is: [Cl:40][C:25]1[C:26]([C:27](=[O:28])[NH:29][CH2:30][CH2:31][CH2:32][N:33]2[CH2:37][CH2:36][CH2:35][C:34]2=[O:38])=[CH:39][C:22]([NH:21][C:9]([C:7]2[N:8]=[C:4]([CH:1]3[CH2:2][CH2:3]3)[O:5][CH:6]=2)=[O:11])=[C:23]([N:41]2[CH2:42][CH2:43][N:44]([C:47]3[CH:52]=[CH:51][CH:50]=[CH:49][C:48]=3[CH3:53])[CH2:45][CH2:46]2)[CH:24]=1. Given the reactants [CH:1]1([C:4]2[O:5][CH:6]=[C:7]([C:9]([OH:11])=O)[N:8]=2)[CH2:3][CH2:2]1.C(N(CC)C(C)C)(C)C.[NH2:21][C:22]1[C:23]([N:41]2[CH2:46][CH2:45][N:44]([C:47]3[CH:52]=[CH:51][CH:50]=[CH:49][C:48]=3[CH3:53])[CH2:43][CH2:42]2)=[CH:24][C:25]([Cl:40])=[C:26]([CH:39]=1)[C:27]([NH:29][CH2:30][CH2:31][CH2:32][N:33]1[CH2:37][CH2:36][CH2:35][C:34]1=[O:38])=[O:28].[Cl-].[Li+], predict the reaction product. (4) Given the reactants Cl[C:2]1[N:11]=[C:10]([NH:12][CH2:13][CH:14]([C:21]2[CH:26]=[CH:25][CH:24]=[CH:23][CH:22]=2)[N:15]2[CH2:20][CH2:19][CH2:18][CH2:17][CH2:16]2)[C:9]2[C:4](=[CH:5][CH:6]=[CH:7][CH:8]=2)[N:3]=1.[CH3:27][S:28]([NH:31][C:32]1[CH:37]=[CH:36][C:35](B(O)O)=[CH:34][CH:33]=1)(=[O:30])=[O:29].CN(C)C1C=CC(C2N=C(NCC(C3C=CC=CC=3)C3NC=CC=3)C3C(=CC=CC=3)N=2)=CC=1, predict the reaction product. The product is: [C:21]1([CH:14]([N:15]2[CH2:20][CH2:19][CH2:18][CH2:17][CH2:16]2)[CH2:13][NH:12][C:10]2[C:9]3[C:4](=[CH:5][CH:6]=[CH:7][CH:8]=3)[N:3]=[C:2]([C:35]3[CH:34]=[CH:33][C:32]([NH:31][S:28]([CH3:27])(=[O:29])=[O:30])=[CH:37][CH:36]=3)[N:11]=2)[CH:26]=[CH:25][CH:24]=[CH:23][CH:22]=1. (5) Given the reactants [CH3:1][O:2][C:3](=[O:29])/[CH:4]=[CH:5]/[C:6]1[CH:7]=[C:8]2[C:25](=[CH:26][CH:27]=1)[O:24][C:11]1([CH2:16][CH2:15][N:14](C(OC(C)(C)C)=O)[CH2:13][CH2:12]1)[CH2:10][C:9]2=[O:28].Br[CH2:31][CH2:32][C:33]1[CH:38]=[CH:37][C:36]([CH3:39])=[CH:35][CH:34]=1, predict the reaction product. The product is: [CH3:1][O:2][C:3](=[O:29])/[CH:4]=[CH:5]/[C:6]1[CH:7]=[C:8]2[C:25](=[CH:26][CH:27]=1)[O:24][C:11]1([CH2:12][CH2:13][N:14]([CH2:31][CH2:32][C:33]3[CH:38]=[CH:37][C:36]([CH3:39])=[CH:35][CH:34]=3)[CH2:15][CH2:16]1)[CH2:10][C:9]2=[O:28]. (6) Given the reactants F[C:2]1[CH:19]=[CH:18][C:17]([N+:20]([O-:22])=[O:21])=[CH:16][C:3]=1[C:4]([NH:6][CH2:7][CH2:8][O:9][CH:10]1[CH2:15][CH2:14][CH2:13][CH2:12][O:11]1)=[O:5].CCN(CC)CC.[NH:30]([CH2:34][CH2:35][OH:36])[CH2:31][CH2:32][OH:33], predict the reaction product. The product is: [OH:33][CH2:32][CH2:31][N:30]([CH2:34][CH2:35][OH:36])[C:2]1[CH:19]=[CH:18][C:17]([N+:20]([O-:22])=[O:21])=[CH:16][C:3]=1[C:4]([NH:6][CH2:7][CH2:8][O:9][CH:10]1[CH2:15][CH2:14][CH2:13][CH2:12][O:11]1)=[O:5].